Dataset: Forward reaction prediction with 1.9M reactions from USPTO patents (1976-2016). Task: Predict the product of the given reaction. (1) Given the reactants B(Br)(Br)Br.C[O:6][C:7]1[CH:12]=[CH:11][C:10]([O:13][C:14]2[CH:19]=[CH:18][C:17]([Cl:20])=[CH:16][CH:15]=2)=[CH:9][CH:8]=1, predict the reaction product. The product is: [Cl:20][C:17]1[CH:18]=[CH:19][C:14]([O:13][C:10]2[CH:11]=[CH:12][C:7]([OH:6])=[CH:8][CH:9]=2)=[CH:15][CH:16]=1. (2) Given the reactants [Br:1][C:2]1[CH:3]=[N:4][N:5]2[CH:10]=[CH:9][C:8]([C:11]([O:13]CC)=[O:12])=[N:7][C:6]=12.[OH-].[Na+].Cl, predict the reaction product. The product is: [Br:1][C:2]1[CH:3]=[N:4][N:5]2[CH:10]=[CH:9][C:8]([C:11]([OH:13])=[O:12])=[N:7][C:6]=12.